From a dataset of Peptide-MHC class I binding affinity with 185,985 pairs from IEDB/IMGT. Regression. Given a peptide amino acid sequence and an MHC pseudo amino acid sequence, predict their binding affinity value. This is MHC class I binding data. The peptide sequence is FFPDHQLDPA. The MHC is Patr-A0101 with pseudo-sequence Patr-A0101. The binding affinity (normalized) is 0.